This data is from Catalyst prediction with 721,799 reactions and 888 catalyst types from USPTO. The task is: Predict which catalyst facilitates the given reaction. (1) Reactant: [CH2:1]([N:3]1[CH2:7][CH2:6][CH:5]([OH:8])[CH2:4]1)[CH3:2].[Br:9][C:10]1[CH:15]=[CH:14][CH:13]=[CH:12][C:11]=1O.C1(P(C2C=CC=CC=2)C2C=CC=CC=2)C=CC=CC=1.N(C(OC(C)C)=O)=NC(OC(C)C)=O. Product: [Br:9][C:10]1[CH:15]=[CH:14][CH:13]=[CH:12][C:11]=1[O:8][CH:5]1[CH2:6][CH2:7][N:3]([CH2:1][CH3:2])[CH2:4]1. The catalyst class is: 7. (2) The catalyst class is: 3. Reactant: [H-].[Na+].[Cl:3][C:4]1[CH:9]=[CH:8][C:7]([C:10]2([CH3:17])[CH2:15][CH:14](I)[CH2:13][CH2:12][O:11]2)=[CH:6][CH:5]=1.[F:18][C:19]([F:28])([F:27])[C:20]1[CH:21]=[C:22]([SH:26])[CH:23]=[CH:24][CH:25]=1. Product: [Cl:3][C:4]1[CH:9]=[CH:8][C:7]([C:10]2([CH3:17])[CH2:15][CH:14]([S:26][C:22]3[CH:23]=[CH:24][CH:25]=[C:20]([C:19]([F:18])([F:27])[F:28])[CH:21]=3)[CH2:13][CH2:12][O:11]2)=[CH:6][CH:5]=1. (3) Reactant: [H-].[Al+3].[Li+].[H-].[H-].[H-].[CH2:7]([C:9]1[CH:16]=[CH:15][CH:14]=[C:13]([CH3:17])[C:10]=1[C:11]#[N:12])[CH3:8].[OH-].[Na+].S([O-])([O-])(=O)=O.[Mg+2]. Product: [CH2:7]([C:9]1[CH:16]=[CH:15][CH:14]=[C:13]([CH3:17])[C:10]=1[CH2:11][NH2:12])[CH3:8]. The catalyst class is: 280. (4) Reactant: Cl[CH2:2][CH2:3][O:4][CH2:5][CH2:6][O:7][CH2:8][CH2:9][OH:10].[I-:11].[Na+].C(=O)([O-])O.[Na+]. Product: [I:11][CH2:2][CH2:3][O:4][CH2:5][CH2:6][O:7][CH2:8][CH2:9][OH:10]. The catalyst class is: 21. (5) Product: [N:19]1[C:28]2[C:23](=[CH:24][CH:25]=[CH:26][CH:27]=2)[C:22]([NH:29][CH2:30][CH2:31][CH2:32][CH2:33][CH2:34][CH2:35][NH:36][C:37](=[O:44])[C:38]2[CH:43]=[CH:42][CH:41]=[CH:40][CH:39]=2)=[CH:21][CH:20]=1. The catalyst class is: 298. Reactant: N1C2C(=CC=CC=2)C(NCCCCCCN)=CC=1.[N:19]1[C:28]2[C:23](=[CH:24][CH:25]=[CH:26][CH:27]=2)[C:22]([NH:29][CH2:30][CH2:31][CH2:32][CH2:33][CH2:34][CH2:35][NH:36][C:37](=[O:44])[C:38]2[CH:43]=[CH:42][CH:41]=[CH:40][CH:39]=2)=[CH:21][CH:20]=1.C(Cl)(=O)C1C=CC=CC=1.[OH-].[Na+].CO.C(Cl)Cl. (6) Reactant: [CH2:1]([O:3][C:4]1[CH:5]=[CH:6][C:7]([N+:17]([O-])=O)=[C:8]([NH:10][C:11]2[CH:16]=[CH:15][N:14]=[CH:13][CH:12]=2)[CH:9]=1)[CH3:2]. Product: [CH2:1]([O:3][C:4]1[CH:9]=[C:8]([NH:10][C:11]2[CH:16]=[CH:15][N:14]=[CH:13][CH:12]=2)[C:7]([NH2:17])=[CH:6][CH:5]=1)[CH3:2]. The catalyst class is: 19.